Dataset: Peptide-MHC class I binding affinity with 185,985 pairs from IEDB/IMGT. Task: Regression. Given a peptide amino acid sequence and an MHC pseudo amino acid sequence, predict their binding affinity value. This is MHC class I binding data. (1) The peptide sequence is VVPLYDTPL. The MHC is HLA-A11:01 with pseudo-sequence HLA-A11:01. The binding affinity (normalized) is 0.0847. (2) The peptide sequence is SVTRLENL. The MHC is H-2-Db with pseudo-sequence H-2-Db. The binding affinity (normalized) is 0.0442. (3) The peptide sequence is MVTDKTAYI. The MHC is HLA-A02:06 with pseudo-sequence HLA-A02:06. The binding affinity (normalized) is 0.702. (4) The peptide sequence is GAMVEYVST. The MHC is HLA-A02:01 with pseudo-sequence HLA-A02:01. The binding affinity (normalized) is 0.0649. (5) The MHC is HLA-B18:01 with pseudo-sequence HLA-B18:01. The peptide sequence is LKEKSSLRY. The binding affinity (normalized) is 0.0847. (6) The peptide sequence is VGNVYVKF. The MHC is HLA-A02:01 with pseudo-sequence HLA-A02:01. The binding affinity (normalized) is 0. (7) The peptide sequence is HAAVRRNAF. The MHC is HLA-A80:01 with pseudo-sequence HLA-A80:01. The binding affinity (normalized) is 0.0847. (8) The peptide sequence is WAIQCYTGV. The MHC is HLA-B44:02 with pseudo-sequence HLA-B44:02. The binding affinity (normalized) is 0.213. (9) The peptide sequence is PRELIFQVW. The MHC is Mamu-B17 with pseudo-sequence Mamu-B17. The binding affinity (normalized) is 0.243.